Dataset: Reaction yield outcomes from USPTO patents with 853,638 reactions. Task: Predict the reaction yield, written as a fraction of the theoretical maximum amount of product (1.0 means a 100% yield; for example, 0.34 means a 34% yield). (1) The reactants are [CH:1]1(/[C:4](=[N:6]/[S:7]([C:9]([CH3:12])([CH3:11])[CH3:10])=[O:8])/[CH3:5])[CH2:3][CH2:2]1.[CH3:13][Al](C)C.[Li]C. The catalyst is C1(C)C=CC=CC=1. The product is [CH:1]1([C:4]([NH:6][S:7]([C:9]([CH3:12])([CH3:11])[CH3:10])=[O:8])([CH3:13])[CH3:5])[CH2:3][CH2:2]1. The yield is 0.280. (2) The reactants are [CH3:1][O:2][C:3]([CH:5]1[CH2:7][CH:6]1[C:8]([OH:10])=O)=[O:4].O1CCCC1.C(Cl)(=O)C(Cl)=O.Cl.[NH2:23][C:24]1[N:25]=[C:26]2[CH:31]=[CH:30][C:29]([O:32][C:33]3[CH:34]=[CH:35][C:36]([CH3:49])=[C:37]([NH:39][C:40]([C:42]4[N:46]([CH3:47])[N:45]=[C:44]([CH3:48])[CH:43]=4)=[O:41])[CH:38]=3)=[N:28][N:27]2[CH:50]=1. The catalyst is CN(C)C=O.CN(C)C(=O)C. The product is [CH3:47][N:46]1[C:42]([C:40]([NH:39][C:37]2[CH:38]=[C:33]([CH:34]=[CH:35][C:36]=2[CH3:49])[O:32][C:29]2[CH:30]=[CH:31][C:26]3[N:27]([CH:50]=[C:24]([NH:23][C:8]([CH:6]4[CH2:7][CH:5]4[C:3]([O:2][CH3:1])=[O:4])=[O:10])[N:25]=3)[N:28]=2)=[O:41])=[CH:43][C:44]([CH3:48])=[N:45]1. The yield is 0.250. (3) The reactants are [Cl:1][C:2]1[CH:3]=[N:4][N:5]([CH2:7][C:8]2[CH:13]=[CH:12][C:11]([CH2:14]O)=[CH:10][CH:9]=2)[CH:6]=1.P(Br)(Br)[Br:17]. The product is [Br:17][CH2:14][C:11]1[CH:12]=[CH:13][C:8]([CH2:7][N:5]2[CH:6]=[C:2]([Cl:1])[CH:3]=[N:4]2)=[CH:9][CH:10]=1. The catalyst is C(Cl)Cl.C(=O)(O)[O-].[Na+]. The yield is 0.910. (4) The reactants are [CH3:1][S:2][CH:3]1[CH2:12][CH2:11][C:6]2([O:10][CH2:9][CH2:8][O:7]2)[CH2:5][CH2:4]1.C1C=C(Cl)C=C(C(OO)=[O:21])C=1.[OH-:24].[Na+]. The catalyst is C(Cl)Cl. The product is [CH3:1][S:2]([CH:3]1[CH2:12][CH2:11][C:6]2([O:10][CH2:9][CH2:8][O:7]2)[CH2:5][CH2:4]1)(=[O:21])=[O:24]. The yield is 0.840.